This data is from Full USPTO retrosynthesis dataset with 1.9M reactions from patents (1976-2016). The task is: Predict the reactants needed to synthesize the given product. (1) Given the product [CH2:23]([N:15]1[CH2:16][CH2:17][CH2:18][N:13]([C:11]2[CH:10]=[N:9][N:8]([CH2:7][C:6]3[C:2]([CH3:1])=[N:3][O:4][C:5]=3[CH3:20])[CH:12]=2)[C:14]1=[O:19])[C:24]1[CH:29]=[CH:28][CH:27]=[CH:26][CH:25]=1, predict the reactants needed to synthesize it. The reactants are: [CH3:1][C:2]1[C:6]([CH2:7][N:8]2[CH:12]=[C:11]([N:13]3[CH2:18][CH2:17][CH2:16][NH:15][C:14]3=[O:19])[CH:10]=[N:9]2)=[C:5]([CH3:20])[O:4][N:3]=1.[H-].[Na+].[CH2:23](Br)[C:24]1[CH:29]=[CH:28][CH:27]=[CH:26][CH:25]=1. (2) Given the product [Si:16]([O:1][C:2]1[CH:11]=[C:6]([C:7]([O:9][CH3:10])=[O:8])[CH:5]=[C:4]([CH:3]=1)[C:12]([O:14][CH3:15])=[O:13])([C:19]([CH3:22])([CH3:21])[CH3:20])([CH3:18])[CH3:17], predict the reactants needed to synthesize it. The reactants are: [OH:1][C:2]1[CH:3]=[C:4]([C:12]([O:14][CH3:15])=[O:13])[CH:5]=[C:6]([CH:11]=1)[C:7]([O:9][CH3:10])=[O:8].[Si:16](Cl)([C:19]([CH3:22])([CH3:21])[CH3:20])([CH3:18])[CH3:17].N1C=CN=C1.C(OCC)(=O)C.